Predict the reactants needed to synthesize the given product. From a dataset of Full USPTO retrosynthesis dataset with 1.9M reactions from patents (1976-2016). (1) The reactants are: [CH:1]12[CH2:7][CH:4]([CH:5]=[CH:6]1)[CH2:3][CH:2]2[NH:8][C:9]([NH:11][NH2:12])=[S:10].[NH:13]1[CH:17]=[CH:16][CH:15]=[C:14]1[CH:18]=O. Given the product [CH:1]12[CH2:7][CH:4]([CH:5]=[CH:6]1)[CH2:3][CH:2]2[NH:8][C:9](=[S:10])[NH:11][N:12]=[CH:18][C:14]1[NH:13][CH:17]=[CH:16][CH:15]=1, predict the reactants needed to synthesize it. (2) Given the product [CH:10]1[C:11]2[CH:12]([CH2:14][O:15][C:16]([NH:18][C@H:19]([CH2:26][CH2:27][CH2:28][CH2:29][NH:30][C:31](=[O:60])[CH2:32][CH2:33][C@H:34]([NH:42][C:43](=[O:59])[CH2:44][CH2:45][CH2:46][CH2:47][CH2:48][CH2:49][CH2:50][CH2:51][CH2:52][CH2:53][CH2:54][CH2:55][CH2:56][CH2:57][CH3:58])[C:35]([O:37][C:38]([CH3:40])([CH3:41])[CH3:39])=[O:36])[C:20]([OH:22])=[O:21])=[O:17])[C:13]3[C:5](=[CH:4][CH:3]=[CH:2][CH:1]=3)[C:6]=2[CH:7]=[CH:8][CH:9]=1, predict the reactants needed to synthesize it. The reactants are: [CH:1]1[C:13]2[CH:12]([CH2:14][O:15][C:16]([NH:18][C@H:19]([CH2:26][CH2:27][CH2:28][CH2:29][NH:30][C:31](=[O:60])[CH2:32][CH2:33][C@H:34]([NH:42][C:43](=[O:59])[CH2:44][CH2:45][CH2:46][CH2:47][CH2:48][CH2:49][CH2:50][CH2:51][CH2:52][CH2:53][CH2:54][CH2:55][CH2:56][CH2:57][CH3:58])[C:35]([O:37][C:38]([CH3:41])([CH3:40])[CH3:39])=[O:36])[C:20]([O:22]CC=C)=[O:21])=[O:17])[C:11]3[C:6](=[CH:7][CH:8]=[CH:9][CH:10]=3)[C:5]=2[CH:4]=[CH:3][CH:2]=1.C1([SiH3])C=CC=CC=1.C(Cl)Cl.CO.C1(P(=O)(C2C=CC=CC=2)C2C=CC=CC=2)C=CC=CC=1. (3) Given the product [I:1][C:2]1[CH:3]=[N:4][N:5]([C:18]2[CH:17]=[CH:16][C:15]([C:14]([F:23])([F:22])[F:13])=[CH:20][N:19]=2)[CH:6]=1, predict the reactants needed to synthesize it. The reactants are: [I:1][C:2]1[CH:3]=[N:4][NH:5][CH:6]=1.C([O-])([O-])=O.[Cs+].[Cs+].[F:13][C:14]([F:23])([F:22])[C:15]1[CH:16]=[CH:17][C:18](Cl)=[N:19][CH:20]=1. (4) Given the product [Br:13][C:4]1[C:5]2[C:10](=[CH:9][CH:8]=[C:7]3[O:19][CH2:16][CH2:25][O:26][C:6]3=2)[N:1]=[CH:2][CH:3]=1, predict the reactants needed to synthesize it. The reactants are: [NH:1]1[C:10]2[C:5](=[CH:6][CH:7]=[CH:8][CH:9]=2)[CH:4]=[CH:3][C:2]1=O.P(Br)(Br)[Br:13].[C:16](=[O:19])([O-])[O-].[Na+].[Na+].CN([CH:25]=[O:26])C. (5) Given the product [N:1]1[C:10]2[C:5](=[CH:6][CH:7]=[CH:8][CH:9]=2)[CH:4]=[CH:3][C:2]=1[N:11]1[CH2:12][CH2:13][CH:14]([O:17][C:18]2[C:19]([N:24]3[CH2:29][CH2:28][C:27](=[O:30])[CH2:26][CH2:25]3)=[N:20][CH:21]=[CH:22][N:23]=2)[CH2:15][CH2:16]1, predict the reactants needed to synthesize it. The reactants are: [N:1]1[C:10]2[C:5](=[CH:6][CH:7]=[CH:8][CH:9]=2)[CH:4]=[CH:3][C:2]=1[N:11]1[CH2:16][CH2:15][CH:14]([O:17][C:18]2[C:19]([N:24]3[CH2:29][CH2:28][CH:27]([OH:30])[CH2:26][CH2:25]3)=[N:20][CH:21]=[CH:22][N:23]=2)[CH2:13][CH2:12]1.CC(OI1(OC(C)=O)(OC(C)=O)OC(=O)C2C=CC=CC1=2)=O. (6) Given the product [I:16][C:15]1[N:7]2[CH:8]=[C:9]([CH3:14])[C:10]([C:12]#[N:13])=[CH:11][C:6]2=[N:5][C:4]=1[CH:1]([CH3:3])[CH3:2], predict the reactants needed to synthesize it. The reactants are: [CH:1]([C:4]1[N:5]=[C:6]2[CH:11]=[C:10]([C:12]#[N:13])[C:9]([CH3:14])=[CH:8][N:7]2[CH:15]=1)([CH3:3])[CH3:2].[I:16]N1C(=O)CCC1=O.C(=O)([O-])[O-].[Na+].[Na+]. (7) Given the product [Cl:19][C:6]1[CH:5]=[C:4]([N:20]2[C:21](=[O:30])[C:22]3[C:27](=[CH:26][CH:25]=[CH:24][CH:23]=3)[C:28]2=[O:29])[CH:3]=[C:2]([Cl:1])[C:7]=1[O:8][C:9]1[CH:14]=[C:13]([CH:15]([CH3:17])[CH3:16])[C:12](=[O:18])[N:11]([CH3:31])[N:10]=1, predict the reactants needed to synthesize it. The reactants are: [Cl:1][C:2]1[CH:3]=[C:4]([N:20]2[C:28](=[O:29])[C:27]3[C:22](=[CH:23][CH:24]=[CH:25][CH:26]=3)[C:21]2=[O:30])[CH:5]=[C:6]([Cl:19])[C:7]=1[O:8][C:9]1[CH:14]=[C:13]([CH:15]([CH3:17])[CH3:16])[C:12](=[O:18])[NH:11][N:10]=1.[CH3:31]OC(OC)N(C)C. (8) Given the product [O:1]1[C:6]2[CH:7]=[CH:8][CH:9]=[CH:10][C:5]=2[O:4][CH2:3][C@@H:2]1[CH2:11][N:12]1[CH2:17][CH2:16][CH2:15][C@H:14]([C:18]2[CH:19]=[C:20]([CH:21]=[CH:22][CH:23]=2)[C:45]#[N:46])[CH2:13]1, predict the reactants needed to synthesize it. The reactants are: [O:1]1[C:6]2[CH:7]=[CH:8][CH:9]=[CH:10][C:5]=2[O:4][CH2:3][C@@H:2]1[CH2:11][N:12]1[CH2:17][CH2:16][CH2:15][C@H:14]([C:18]2[CH:19]=[C:20](OS(C(F)(F)F)(=O)=O)[CH:21]=[CH:22][CH:23]=2)[CH2:13]1.C([Sn]([C:45]#[N:46])(CCCC)CCCC)CCC.